From a dataset of Reaction yield outcomes from USPTO patents with 853,638 reactions. Predict the reaction yield, written as a fraction of the theoretical maximum amount of product (1.0 means a 100% yield; for example, 0.34 means a 34% yield). The reactants are [CH2:1]([N:3]1[CH:11]=[C:10]2[C:5]([CH:6]=[C:7]([C:23](O)=[O:24])[CH:8]=[C:9]2[O:12][C:13]2[CH:18]=[CH:17][C:16]([S:19]([CH3:22])(=[O:21])=[O:20])=[CH:15][CH:14]=2)=[N:4]1)[CH3:2].[NH2:26][C:27]1[S:28]C=[CH:30][N:31]=1.F[B-](F)(F)F.[N:37]1(OC(N(C)C)=[N+](C)C)C2C=CC=CC=2N=N1.C(N(CC)CC)C. The catalyst is CN(C)C=O. The product is [CH2:1]([N:3]1[CH:11]=[C:10]2[C:5]([CH:6]=[C:7]([C:23]([NH:26][C:27]3[S:28][N:37]=[CH:30][N:31]=3)=[O:24])[CH:8]=[C:9]2[O:12][C:13]2[CH:14]=[CH:15][C:16]([S:19]([CH3:22])(=[O:20])=[O:21])=[CH:17][CH:18]=2)=[N:4]1)[CH3:2]. The yield is 0.200.